Predict the reactants needed to synthesize the given product. From a dataset of Full USPTO retrosynthesis dataset with 1.9M reactions from patents (1976-2016). (1) Given the product [C:1]([O:5][C:6](=[O:18])[NH:7][CH2:8][C:9]1[CH:14]=[C:13]([C:19]#[N:20])[CH:12]=[C:11]([Cl:16])[C:10]=1[F:17])([CH3:4])([CH3:3])[CH3:2], predict the reactants needed to synthesize it. The reactants are: [C:1]([O:5][C:6](=[O:18])[NH:7][CH2:8][C:9]1[CH:14]=[C:13](Br)[CH:12]=[C:11]([Cl:16])[C:10]=1[F:17])([CH3:4])([CH3:3])[CH3:2].[CH3:19][N:20](C=O)C. (2) The reactants are: [F:1][C:2]1[C:3]([OH:16])=[C:4]([C:11]([O:13]CC)=O)[C:5](=[O:10])[N:6]([CH3:9])[C:7]=1[CH3:8].[NH2:17][C:18]1[N:19]=[N:20][C:21]([Cl:24])=[CH:22][CH:23]=1.BrC1C=CC=CC=1.C(Cl)(Cl)Cl. Given the product [Cl:24][C:21]1[N:20]=[N:19][C:18]([NH:17][C:11]([C:4]2[C:5](=[O:10])[N:6]([CH3:9])[C:7]([CH3:8])=[C:2]([F:1])[C:3]=2[OH:16])=[O:13])=[CH:23][CH:22]=1, predict the reactants needed to synthesize it. (3) Given the product [O:20]1[CH2:21][CH2:22][N:17]([CH2:16][CH2:15][CH2:14][N:10]2[C:11]3[C:6](=[CH:5][C:4]([NH2:1])=[CH:13][CH:12]=3)[CH2:7][CH2:8][CH2:9]2)[CH2:18][CH2:19]1, predict the reactants needed to synthesize it. The reactants are: [N+:1]([C:4]1[CH:5]=[C:6]2[C:11](=[CH:12][CH:13]=1)[N:10]([CH2:14][CH2:15][CH2:16][N:17]1[CH2:22][CH2:21][O:20][CH2:19][CH2:18]1)[CH2:9][CH2:8][CH2:7]2)([O-])=O. (4) Given the product [NH2:1][C:2]1[N:3]=[C:4]([C:20]2[CH:21]=[C:22]([O:26][CH2:27][C@@H:28]([NH:31][C:32]([NH2:41])=[NH:33])[CH2:29][CH3:30])[CH:23]=[N:24][CH:25]=2)[CH:5]=[C:6]2[C:11]=1[CH:10]=[N:9][C:8]1[CH:12]=[C:13]([O:18][CH3:19])[C:14]([O:16][CH3:17])=[CH:15][C:7]2=1, predict the reactants needed to synthesize it. The reactants are: [NH2:1][C:2]1[N:3]=[C:4]([C:20]2[CH:21]=[C:22]([O:26][CH2:27][C@@H:28]([NH:31][C:32]([NH:41]C(OC(C)(C)C)=O)=[N:33]C(=O)OC(C)(C)C)[CH2:29][CH3:30])[CH:23]=[N:24][CH:25]=2)[CH:5]=[C:6]2[C:11]=1[CH:10]=[N:9][C:8]1[CH:12]=[C:13]([O:18][CH3:19])[C:14]([O:16][CH3:17])=[CH:15][C:7]2=1.Cl. (5) Given the product [OH:35][C:32]1[CH:33]=[CH:34][C:29]([C:13]2[N:20]=[CH:19][CH:18]=[CH:17][C:14]=2[C:15]#[N:16])=[CH:30][CH:31]=1, predict the reactants needed to synthesize it. The reactants are: OCC1C=CC(B(O)O)=CC=1.Cl[C:13]1[N:20]=[CH:19][CH:18]=[CH:17][C:14]=1[C:15]#[N:16].CC1(C)C(C)(C)OB([C:29]2[CH:34]=[CH:33][C:32]([OH:35])=[CH:31][CH:30]=2)O1. (6) Given the product [C:25]([O:24][C:22]([N:19]1[CH2:18][CH2:17][CH:16]([N:15]([CH2:30][CH3:31])[C:7]2[CH:8]=[C:9]([C:11]([F:13])([F:14])[F:12])[CH:10]=[C:5]([C:3]([O:2][CH3:1])=[O:4])[C:6]=2[CH3:29])[CH2:21][CH2:20]1)=[O:23])([CH3:26])([CH3:28])[CH3:27], predict the reactants needed to synthesize it. The reactants are: [CH3:1][O:2][C:3]([C:5]1[C:6]([CH3:29])=[C:7]([NH:15][CH:16]2[CH2:21][CH2:20][N:19]([C:22]([O:24][C:25]([CH3:28])([CH3:27])[CH3:26])=[O:23])[CH2:18][CH2:17]2)[CH:8]=[C:9]([C:11]([F:14])([F:13])[F:12])[CH:10]=1)=[O:4].[CH:30](=O)[CH3:31].C(O[BH-](OC(=O)C)OC(=O)C)(=O)C.[Na+].C([O-])(O)=O.[Na+].